From a dataset of Full USPTO retrosynthesis dataset with 1.9M reactions from patents (1976-2016). Predict the reactants needed to synthesize the given product. (1) Given the product [CH2:1]([O:3][C:4](=[O:23])[CH2:5][CH2:6][NH:7][C:8](=[O:22])[C:9]1[CH:14]=[CH:13][C:12]([N:15]2[CH2:20][CH2:19][CH:18]([NH:24][CH2:25][C@H:26]([OH:27])[C:28]3[CH:29]=[CH:30][C:31]([OH:39])=[C:32]([NH:34][S:35]([CH3:38])(=[O:37])=[O:36])[CH:33]=3)[CH2:17][CH2:16]2)=[CH:11][CH:10]=1)[CH3:2], predict the reactants needed to synthesize it. The reactants are: [CH2:1]([O:3][C:4](=[O:23])[CH2:5][CH2:6][NH:7][C:8](=[O:22])[C:9]1[CH:14]=[CH:13][C:12]([N:15]2[CH2:20][CH2:19][C:18](=O)[CH2:17][CH2:16]2)=[CH:11][CH:10]=1)[CH3:2].[NH2:24][CH2:25][C@@H:26]([C:28]1[CH:29]=[CH:30][C:31]([OH:39])=[C:32]([NH:34][S:35]([CH3:38])(=[O:37])=[O:36])[CH:33]=1)[OH:27]. (2) Given the product [O:1]=[C:2]1[N:8]([CH:9]2[CH2:14][CH2:13][N:12]([C:15]([O:17][C@H:18]([CH2:40][C:41]3[CH:46]=[CH:45][C:44]([Cl:47])=[C:43]([Cl:48])[CH:42]=3)[C:19](=[O:20])[N:21]3[CH2:26][CH2:25][N:24]([CH:27]4[CH2:28][CH2:29][NH:30][CH2:31][CH2:32]4)[CH2:23][CH2:22]3)=[O:16])[CH2:11][CH2:10]2)[CH2:7][CH2:6][C:5]2[CH:49]=[CH:50][CH:51]=[CH:52][C:4]=2[NH:3]1, predict the reactants needed to synthesize it. The reactants are: [O:1]=[C:2]1[N:8]([CH:9]2[CH2:14][CH2:13][N:12]([C:15]([O:17][C@H:18]([CH2:40][C:41]3[CH:46]=[CH:45][C:44]([Cl:47])=[C:43]([Cl:48])[CH:42]=3)[C:19]([N:21]3[CH2:26][CH2:25][N:24]([CH:27]4[CH2:32][CH2:31][N:30](C(OC(C)(C)C)=O)[CH2:29][CH2:28]4)[CH2:23][CH2:22]3)=[O:20])=[O:16])[CH2:11][CH2:10]2)[CH2:7][CH2:6][C:5]2[CH:49]=[CH:50][CH:51]=[CH:52][C:4]=2[NH:3]1.